This data is from Forward reaction prediction with 1.9M reactions from USPTO patents (1976-2016). The task is: Predict the product of the given reaction. (1) Given the reactants [N+:1]([C:4]1[CH:12]=[CH:11][CH:10]=[C:9]2[C:5]=1[CH2:6][CH2:7][CH:8]2O)([O-:3])=[O:2].C1(C)C=CC(S(O)(=O)=O)=CC=1, predict the reaction product. The product is: [N+:1]([C:4]1[CH:12]=[CH:11][CH:10]=[C:9]2[C:5]=1[CH2:6][CH:7]=[CH:8]2)([O-:3])=[O:2]. (2) Given the reactants [OH:1][C:2]1[CH:7]=[CH:6][C:5]([CH:8]=[CH:9][C:10](=[O:22])[CH:11]=[CH:12][C:13]2[CH:18]=[CH:17][C:16]([OH:19])=[C:15]([O:20][CH3:21])[CH:14]=2)=[CH:4][C:3]=1[O:23][CH3:24].[C:25](OC(=O)C)(=[O:27])[CH3:26].N1[CH:37]=[CH:36]C=CC=1.[OH2:38], predict the reaction product. The product is: [C:25]([O:19][C:16]1[CH:17]=[CH:18][C:13]([CH:12]=[CH:11][C:10](=[O:22])[CH:9]=[CH:8][C:5]2[CH:6]=[CH:7][C:2]([O:1][C:36](=[O:38])[CH3:37])=[C:3]([O:23][CH3:24])[CH:4]=2)=[CH:14][C:15]=1[O:20][CH3:21])(=[O:27])[CH3:26].